From a dataset of Reaction yield outcomes from USPTO patents with 853,638 reactions. Predict the reaction yield, written as a fraction of the theoretical maximum amount of product (1.0 means a 100% yield; for example, 0.34 means a 34% yield). (1) The reactants are [N:1]1([CH2:7][CH2:8][NH:9][C:10]([C:12]2[NH:13][C:14]([CH:17]=[C:18]3[C:26]4[C:25]([Cl:27])=[N:24][CH:23]=[N:22][C:21]=4[NH:20][C:19]3=[O:28])=[CH:15][CH:16]=2)=[O:11])[CH2:6][CH2:5][O:4][CH2:3][CH2:2]1.[CH2:29]([N:36]1[C:44]2[C:39](=[CH:40][C:41]([NH2:45])=[CH:42][CH:43]=2)[CH:38]=[CH:37]1)[C:30]1[CH:35]=[CH:34][CH:33]=[CH:32][CH:31]=1.C1(C)C=CC(S(O)(=O)=O)=CC=1. The catalyst is COCCOCCOC. The product is [ClH:27].[N:1]1([CH2:7][CH2:8][NH:9][C:10]([C:12]2[NH:13][C:14]([CH:17]=[C:18]3[C:26]4[C:25]([NH:45][C:41]5[CH:40]=[C:39]6[C:44](=[CH:43][CH:42]=5)[N:36]([CH2:29][C:30]5[CH:31]=[CH:32][CH:33]=[CH:34][CH:35]=5)[CH:37]=[CH:38]6)=[N:24][CH:23]=[N:22][C:21]=4[NH:20][C:19]3=[O:28])=[CH:15][CH:16]=2)=[O:11])[CH2:6][CH2:5][O:4][CH2:3][CH2:2]1. The yield is 0.420. (2) The reactants are [CH:1]([C:4]1[N:5]=[C:6]([CH2:9][CH2:10][C:11]2[CH:44]=[CH:43][N:14]3[C:15](=[O:42])[C:16]([C:25](=[O:41])[CH2:26][C:27]4[N:28]=[N:29][N:30](CC5C=CC(OC)=CC=5)[N:31]=4)=[C:17]([N:19]4[CH2:24][CH2:23][O:22][CH2:21][CH2:20]4)[N:18]=[C:13]3[CH:12]=2)[S:7][CH:8]=1)([CH3:3])[CH3:2]. The catalyst is FC(F)(F)C(O)=O. The product is [CH:1]([C:4]1[N:5]=[C:6]([CH2:9][CH2:10][C:11]2[CH:44]=[CH:43][N:14]3[C:15](=[O:42])[C:16]([C:25](=[O:41])[CH2:26][C:27]4[N:28]=[N:29][NH:30][N:31]=4)=[C:17]([N:19]4[CH2:20][CH2:21][O:22][CH2:23][CH2:24]4)[N:18]=[C:13]3[CH:12]=2)[S:7][CH:8]=1)([CH3:3])[CH3:2]. The yield is 0.670.